Dataset: Full USPTO retrosynthesis dataset with 1.9M reactions from patents (1976-2016). Task: Predict the reactants needed to synthesize the given product. (1) Given the product [CH3:18][C:15]1([CH3:19])[CH2:16][O:17][B:12]([C:2]2[CH:8]=[CH:7][C:6]([N+:9]([O-:11])=[O:10])=[CH:5][C:3]=2[NH2:4])[O:13][CH2:14]1, predict the reactants needed to synthesize it. The reactants are: Br[C:2]1[CH:8]=[CH:7][C:6]([N+:9]([O-:11])=[O:10])=[CH:5][C:3]=1[NH2:4].[B:12]1([B:12]2[O:17][CH2:16][C:15]([CH3:19])([CH3:18])[CH2:14][O:13]2)[O:17][CH2:16][C:15]([CH3:19])([CH3:18])[CH2:14][O:13]1.C([O-])(=O)C.[K+]. (2) Given the product [NH2:1][C:4]1[CH:5]=[C:6]([CH2:14][OH:15])[CH:7]=[C:8]([C:10]([F:11])([F:12])[F:13])[CH:9]=1, predict the reactants needed to synthesize it. The reactants are: [N+:1]([C:4]1[CH:5]=[C:6]([CH2:14][OH:15])[CH:7]=[C:8]([C:10]([F:13])([F:12])[F:11])[CH:9]=1)([O-])=O. (3) Given the product [Cl:1][C:2]1[S:6][C:5]([CH2:7][N:8]([CH3:32])[C:9]2[CH:14]=[CH:13][N:12]([C:15]3[CH:16]=[CH:17][C:18]4[N:19]([C:21]([CH3:27])=[C:22]([CH:24]5[CH2:26][CH2:25]5)[N:23]=4)[CH:20]=3)[C:11](=[O:28])[CH:10]=2)=[CH:4][CH:3]=1, predict the reactants needed to synthesize it. The reactants are: [Cl:1][C:2]1[S:6][C:5]([CH2:7][NH:8][C:9]2[CH:14]=[CH:13][N:12]([C:15]3[CH:16]=[CH:17][C:18]4[N:19]([C:21]([CH3:27])=[C:22]([CH:24]5[CH2:26][CH2:25]5)[N:23]=4)[CH:20]=3)[C:11](=[O:28])[CH:10]=2)=[CH:4][CH:3]=1.[H-].[Na+].I[CH3:32]. (4) Given the product [Cl:1][C:2]1[CH:24]=[C:23]([Cl:25])[C:22]([C:26]2[CH:31]=[CH:30][CH:29]=[CH:28][N:27]=2)=[CH:21][C:3]=1[C:4]([NH:6][C:7]1[N:11]([C:12]2[CH:17]=[CH:16][CH:15]=[CH:14][CH:13]=2)[N:10]=[C:9]([C:18]([NH:38][C:37]2[C:33]([CH3:32])=[N:34][NH:35][C:36]=2[CH3:39])=[O:20])[CH:8]=1)=[O:5], predict the reactants needed to synthesize it. The reactants are: [Cl:1][C:2]1[CH:24]=[C:23]([Cl:25])[C:22]([C:26]2[CH:31]=[CH:30][CH:29]=[CH:28][N:27]=2)=[CH:21][C:3]=1[C:4]([NH:6][C:7]1[N:11]([C:12]2[CH:17]=[CH:16][CH:15]=[CH:14][CH:13]=2)[N:10]=[C:9]([C:18]([OH:20])=O)[CH:8]=1)=[O:5].[CH3:32][C:33]1[C:37]([NH2:38])=[C:36]([CH3:39])[NH:35][N:34]=1.CCN(C(C)C)C(C)C.F[P-](F)(F)(F)(F)F.CN(C(N(C)C)=[N+]1C2C(=NC=CC=2)[N+]([O-])=N1)C. (5) Given the product [CH2:2]1[C:24]2[CH:25]=[C:28]3[C:27](=[CH:22][C:23]=2[CH2:6][O:1]1)[CH:32]=[CH:31][CH:30]=[CH:29]3, predict the reactants needed to synthesize it. The reactants are: [O:1]1[CH2:6]COC[CH2:2]1.O.C(=O)([O-])[O-].[Cs+].[Cs+].C1(P(C2CCCCC2)C2C=[CH:25][CH:24]=[CH:23][C:22]=2[C:27]2[C:32](OC)=[CH:31][CH:30]=[CH:29][C:28]=2OC)CCCCC1. (6) Given the product [C:30]1([N:29]([C:2]2[CH:15]=[CH:14][C:13]3[C:12]4[C:7](=[CH:8][C:9]([N:29]([C:44]5[C:42]6[C:43](=[CH:24][CH:25]=[CH:26][CH:45]=6)[CH:50]=[CH:47][CH:48]=5)[C:19]5[CH:28]=[CH:23][CH:22]=[CH:21][CH:20]=5)=[CH:10][CH:11]=4)[C:6]([CH3:17])=[C:5]([CH3:18])[C:4]=3[CH:3]=2)[C:19]2[C:28]3[C:23](=[CH:24][CH:25]=[CH:26][CH:27]=3)[CH:22]=[CH:21][CH:20]=2)[CH:35]=[CH:34][CH:33]=[CH:32][CH:31]=1, predict the reactants needed to synthesize it. The reactants are: Br[C:2]1[CH:15]=[CH:14][C:13]2[C:12]3[C:7](=[CH:8][C:9](Br)=[CH:10][CH:11]=3)[C:6]([CH3:17])=[C:5]([CH3:18])[C:4]=2[CH:3]=1.[C:19]1([NH:29][C:30]2[CH:35]=[CH:34][CH:33]=[CH:32][CH:31]=2)[C:28]2[C:23](=[CH:24][CH:25]=[CH:26][CH:27]=2)[CH:22]=[CH:21][CH:20]=1.[C:42](P([C:42]([CH3:45])([CH3:44])[CH3:43])Cl)([CH3:45])([CH3:44])[CH3:43].C[C:47]([CH3:50])([O-])[CH3:48].[Na+]. (7) Given the product [CH:21]1([C:8]2[C:9]([CH2:11][O:12][C:13]3[CH:18]=[C:17]([Cl:19])[CH:16]=[C:15]([Cl:20])[CH:14]=3)=[CH:10][C:5]3[N:6]([C:2]([NH:38][S:35]([C:32]4([CH3:31])[CH2:34][CH2:33]4)(=[O:37])=[O:36])=[N:3][N:4]=3)[CH:7]=2)[CH2:23][CH2:22]1, predict the reactants needed to synthesize it. The reactants are: Br[C:2]1[N:6]2[CH:7]=[C:8]([CH:21]3[CH2:23][CH2:22]3)[C:9]([CH2:11][O:12][C:13]3[CH:18]=[C:17]([Cl:19])[CH:16]=[C:15]([Cl:20])[CH:14]=3)=[CH:10][C:5]2=[N:4][N:3]=1.C1(S(N)(=O)=O)CC1.[CH3:31][C:32]1([S:35]([NH2:38])(=[O:37])=[O:36])[CH2:34][CH2:33]1. (8) Given the product [CH2:42]([NH:46][C:13]([C:11]1[C:10]2[C:5](=[CH:6][C:7]([O:30][CH3:31])=[C:8]([O:16][CH2:17][CH2:18][CH2:19][C:20]3[CH:29]=[CH:28][C:27]4[C:22](=[CH:23][CH:24]=[CH:25][CH:26]=4)[N:21]=3)[CH:9]=2)[C:4](=[O:32])[N:3]([CH2:1][CH3:2])[CH:12]=1)=[O:14])[CH2:43][CH2:44][CH3:45], predict the reactants needed to synthesize it. The reactants are: [CH2:1]([N:3]1[CH:12]=[C:11]([C:13](O)=[O:14])[C:10]2[C:5](=[CH:6][C:7]([O:30][CH3:31])=[C:8]([O:16][CH2:17][CH2:18][CH2:19][C:20]3[CH:29]=[CH:28][C:27]4[C:22](=[CH:23][CH:24]=[CH:25][CH:26]=4)[N:21]=3)[CH:9]=2)[C:4]1=[O:32])[CH3:2].CN(C=O)C.S(Cl)(Cl)=O.[CH2:42]([NH2:46])[CH2:43][CH2:44][CH3:45].CCN(CC)CC. (9) Given the product [O:18]1[CH2:22][CH2:21][CH2:20][CH:19]1[CH2:23][CH2:24][NH:25][C:15]([C:12]1[CH:11]=[C:10]([CH2:9][O:8][CH2:1][C:2]2[CH:3]=[CH:4][CH:5]=[CH:6][CH:7]=2)[O:14][N:13]=1)=[O:17], predict the reactants needed to synthesize it. The reactants are: [CH2:1]([O:8][CH2:9][C:10]1[O:14][N:13]=[C:12]([C:15]([OH:17])=O)[CH:11]=1)[C:2]1[CH:7]=[CH:6][CH:5]=[CH:4][CH:3]=1.[O:18]1[CH2:22][CH2:21][CH2:20][CH:19]1[CH2:23][CH2:24][NH2:25].ON1C2C=CC=CC=2N=N1.Cl.C(N=C=NCCCN(C)C)C. (10) Given the product [CH2:1]([O:3][C:4]([N:6]1[CH2:7][CH2:8][N:9]([C:12](=[O:43])[C@@H:13]([NH:23][C:24]([C:26]2[CH:30]=[C:29]([O:31][CH2:32][C:33]([N:74]3[CH2:75][CH2:76][CH2:77][C@H:73]3[C:72]([O:71][CH2:64][C:65]3[CH:66]=[CH:67][CH:68]=[CH:69][CH:70]=3)=[O:78])=[O:34])[N:28]([C:36]3[CH:41]=[CH:40][CH:39]=[C:38]([F:42])[CH:37]=3)[N:27]=2)=[O:25])[CH2:14][CH2:15][C:16]([O:18][C:19]([CH3:22])([CH3:21])[CH3:20])=[O:17])[CH2:10][CH2:11]1)=[O:5])[CH3:2], predict the reactants needed to synthesize it. The reactants are: [CH2:1]([O:3][C:4]([N:6]1[CH2:11][CH2:10][N:9]([C:12](=[O:43])[C@@H:13]([NH:23][C:24]([C:26]2[CH:30]=[C:29]([O:31][CH2:32][C:33](O)=[O:34])[N:28]([C:36]3[CH:41]=[CH:40][CH:39]=[C:38]([F:42])[CH:37]=3)[N:27]=2)=[O:25])[CH2:14][CH2:15][C:16]([O:18][C:19]([CH3:22])([CH3:21])[CH3:20])=[O:17])[CH2:8][CH2:7]1)=[O:5])[CH3:2].C1C=CC2N(O)N=NC=2C=1.CCN(C(C)C)C(C)C.Cl.[CH2:64]([O:71][C:72](=[O:78])[C@@H:73]1[CH2:77][CH2:76][CH2:75][NH:74]1)[C:65]1[CH:70]=[CH:69][CH:68]=[CH:67][CH:66]=1.